This data is from Ames mutagenicity test results for genotoxicity prediction. The task is: Regression/Classification. Given a drug SMILES string, predict its toxicity properties. Task type varies by dataset: regression for continuous values (e.g., LD50, hERG inhibition percentage) or binary classification for toxic/non-toxic outcomes (e.g., AMES mutagenicity, cardiotoxicity, hepatotoxicity). Dataset: ames. (1) The molecule is Cc1cc(N=Nc2ccc(S(=O)(=O)O)cc2)c(N)cc1N. The result is 1 (mutagenic). (2) The molecule is CC(=O)Nc1ccc2c3c(cccc13)-c1ccc(O)cc1-2. The result is 1 (mutagenic). (3) The molecule is CC(I)C1OCC(CO)O1. The result is 1 (mutagenic). (4) The drug is CC(=O)O[C@H]1[C@@]2(O)CC(C)(C)CC2=C(C=O)[C@@]2(C=O)C[C@@]12C. The result is 1 (mutagenic). (5) The compound is Nc1nc(-c2cccnc2)cs1. The result is 0 (non-mutagenic).